This data is from Peptide-MHC class I binding affinity with 185,985 pairs from IEDB/IMGT. The task is: Regression. Given a peptide amino acid sequence and an MHC pseudo amino acid sequence, predict their binding affinity value. This is MHC class I binding data. (1) The peptide sequence is KAALDLSHFL. The MHC is HLA-A26:01 with pseudo-sequence HLA-A26:01. The binding affinity (normalized) is 0. (2) The peptide sequence is RRIYDLIEL. The MHC is HLA-A02:01 with pseudo-sequence HLA-A02:01. The binding affinity (normalized) is 0.0913.